Dataset: Full USPTO retrosynthesis dataset with 1.9M reactions from patents (1976-2016). Task: Predict the reactants needed to synthesize the given product. (1) Given the product [C:1]1([C:7]2([C:13]3[CH:18]=[CH:17][CH:16]=[CH:15][CH:14]=3)[CH2:12][CH2:11][CH2:10][N:9]([C:38](=[O:39])[CH2:37][N:21]3[CH2:22][CH2:23][C:24]([C:25]4[CH:30]=[CH:29][CH:28]=[CH:27][CH:26]=4)([C:31]4[CH:36]=[CH:35][CH:34]=[CH:33][CH:32]=4)[C:20]3=[O:19])[CH2:8]2)[CH:2]=[CH:3][CH:4]=[CH:5][CH:6]=1, predict the reactants needed to synthesize it. The reactants are: [C:1]1([C:7]2([C:13]3[CH:18]=[CH:17][CH:16]=[CH:15][CH:14]=3)[CH2:12][CH2:11][CH2:10][NH:9][CH2:8]2)[CH:6]=[CH:5][CH:4]=[CH:3][CH:2]=1.[O:19]=[C:20]1[C:24]([C:31]2[CH:36]=[CH:35][CH:34]=[CH:33][CH:32]=2)([C:25]2[CH:30]=[CH:29][CH:28]=[CH:27][CH:26]=2)[CH2:23][CH2:22][N:21]1[CH2:37][C:38](O)=[O:39].Cl.C(N=C=NCCCN(C)C)C. (2) The reactants are: [N:1]([C:4]1[CH:17]=[CH:16][C:7]([O:8][CH2:9][CH2:10][N:11]2[CH2:15]CC[CH2:12]2)=[CH:6][CH:5]=1)=[C:2]=[S:3].CN(C)CCOC1C=CC(N)=CC=1. Given the product [N:1]([C:4]1[CH:17]=[CH:16][C:7]([O:8][CH2:9][CH2:10][N:11]([CH3:12])[CH3:15])=[CH:6][CH:5]=1)=[C:2]=[S:3], predict the reactants needed to synthesize it. (3) Given the product [Cl:1][C:2]1[C:3]([CH3:54])=[C:4]([C:18]2[C:26]3[C:25]([O:27][C@H:28]([CH2:34][C:35]4[CH:40]=[CH:39][CH:38]=[CH:37][C:36]=4[O:41][CH2:42][C:43]4[N:47]([CH2:48][C:49]([F:52])([F:51])[F:50])[N:46]=[CH:45][CH:44]=4)[C:29]([O:31][CH2:32][CH3:33])=[O:30])=[N:24][CH:23]=[N:22][C:21]=3[S:20][C:19]=2[C:59]2[CH:60]=[N:61][C:56]([F:55])=[CH:57][CH:58]=2)[CH:5]=[CH:6][C:7]=1[O:8][CH2:9][CH2:10][N:11]1[CH2:16][CH2:15][N:14]([CH3:17])[CH2:13][CH2:12]1, predict the reactants needed to synthesize it. The reactants are: [Cl:1][C:2]1[C:3]([CH3:54])=[C:4]([C:18]2[C:26]3[C:25]([O:27][C@H:28]([CH2:34][C:35]4[CH:40]=[CH:39][CH:38]=[CH:37][C:36]=4[O:41][CH2:42][C:43]4[N:47]([CH2:48][C:49]([F:52])([F:51])[F:50])[N:46]=[CH:45][CH:44]=4)[C:29]([O:31][CH2:32][CH3:33])=[O:30])=[N:24][CH:23]=[N:22][C:21]=3[S:20][C:19]=2I)[CH:5]=[CH:6][C:7]=1[O:8][CH2:9][CH2:10][N:11]1[CH2:16][CH2:15][N:14]([CH3:17])[CH2:13][CH2:12]1.[F:55][C:56]1[N:61]=[CH:60][C:59](B(O)O)=[CH:58][CH:57]=1.C(=O)([O-])[O-].[Cs+].[Cs+].